Predict the reactants needed to synthesize the given product. From a dataset of Full USPTO retrosynthesis dataset with 1.9M reactions from patents (1976-2016). (1) Given the product [Cl:1][C:2]1[CH:3]=[C:4]([C:9]2([NH:22][C:23]([N:25]3[CH2:34][CH2:33][C:32]4[CH:31]=[N:30][C:29]([NH:35][CH:36]([CH3:38])[CH3:37])=[N:28][C:27]=4[CH2:26]3)=[O:24])[CH2:14][CH2:13][NH:12][CH2:11][CH2:10]2)[CH:5]=[CH:6][C:7]=1[Cl:8], predict the reactants needed to synthesize it. The reactants are: [Cl:1][C:2]1[CH:3]=[C:4]([C:9]2([NH:22][C:23]([N:25]3[CH2:34][CH2:33][C:32]4[CH:31]=[N:30][C:29]([NH:35][CH:36]([CH3:38])[CH3:37])=[N:28][C:27]=4[CH2:26]3)=[O:24])[CH2:14][CH2:13][N:12](C(OC(C)(C)C)=O)[CH2:11][CH2:10]2)[CH:5]=[CH:6][C:7]=1[Cl:8].CO.O1CCOCC1.Cl. (2) Given the product [NH2:1][C:2]1[N:7]=[C:6]([C:8]2[CH:9]=[CH:10][CH:11]=[CH:12][CH:13]=2)[C:5]([C:15]2[CH:16]=[CH:17][C:18](=[O:24])[N:19]([CH:21]([CH3:22])[CH3:23])[N:20]=2)=[CH:4][N:3]=1, predict the reactants needed to synthesize it. The reactants are: [NH2:1][C:2]1[N:7]=[C:6]([C:8]2[CH:13]=[CH:12][CH:11]=[CH:10][C:9]=2Br)[C:5]([C:15]2[CH:16]=[CH:17][C:18](=[O:24])[N:19]([CH:21]([CH3:23])[CH3:22])[N:20]=2)=[CH:4][N:3]=1.C([O-])(=O)C.[Na+]. (3) Given the product [OH:4][CH:3]([C:5]1[CH:6]=[CH:7][C:8]([O:11][C:12]2[CH:17]=[CH:16][CH:15]=[CH:14][CH:13]=2)=[CH:9][CH:10]=1)[CH:2]([NH:1][C:37](=[O:38])[CH2:36][CH2:35][C:29]1[CH:34]=[CH:33][CH:32]=[CH:31][CH:30]=1)[CH2:18][C:19]1[CH:20]=[CH:21][C:22]([C:25]([F:26])([F:27])[F:28])=[CH:23][CH:24]=1, predict the reactants needed to synthesize it. The reactants are: [NH2:1][CH:2]([CH2:18][C:19]1[CH:24]=[CH:23][C:22]([C:25]([F:28])([F:27])[F:26])=[CH:21][CH:20]=1)[CH:3]([C:5]1[CH:10]=[CH:9][C:8]([O:11][C:12]2[CH:17]=[CH:16][CH:15]=[CH:14][CH:13]=2)=[CH:7][CH:6]=1)[OH:4].[C:29]1([CH2:35][CH2:36][C:37](Cl)=[O:38])[CH:34]=[CH:33][CH:32]=[CH:31][CH:30]=1.C(=O)([O-])O.[Na+]. (4) Given the product [F:8][C:7]1[C:2]([F:1])=[C:3]2[C:4]([CH:22]=[C:21]([Si:18]([CH3:20])([CH3:19])[CH3:17])[C:10]([OH:11])=[CH:9]2)=[CH:5][CH:6]=1, predict the reactants needed to synthesize it. The reactants are: [F:1][C:2]1[C:7]([F:8])=[CH:6][CH:5]=[CH:4][C:3]=1[CH2:9][C:10](Cl)=[O:11].[Cl-].[Al+3].[Cl-].[Cl-].[CH3:17][Si:18]([C:21]#[CH:22])([CH3:20])[CH3:19].Cl.